Dataset: Peptide-MHC class I binding affinity with 185,985 pairs from IEDB/IMGT. Task: Regression. Given a peptide amino acid sequence and an MHC pseudo amino acid sequence, predict their binding affinity value. This is MHC class I binding data. (1) The peptide sequence is PIPYSRVNHA. The MHC is HLA-A02:02 with pseudo-sequence HLA-A02:02. The binding affinity (normalized) is 0.134. (2) The peptide sequence is QTVDFTDCR. The binding affinity (normalized) is 0. The MHC is HLA-A02:06 with pseudo-sequence HLA-A02:06.